This data is from Full USPTO retrosynthesis dataset with 1.9M reactions from patents (1976-2016). The task is: Predict the reactants needed to synthesize the given product. Given the product [N+:12]([CH2:15][C:1]1([OH:6])[CH2:5][CH2:4][CH2:3][CH2:2]1)([O-:14])=[O:13], predict the reactants needed to synthesize it. The reactants are: [C:1]1(=[O:6])[CH2:5][CH2:4][CH2:3][CH2:2]1.[O-]CC.[Na+].O.[N+:12]([CH3:15])([O-:14])=[O:13].